This data is from Reaction yield outcomes from USPTO patents with 853,638 reactions. The task is: Predict the reaction yield, written as a fraction of the theoretical maximum amount of product (1.0 means a 100% yield; for example, 0.34 means a 34% yield). (1) The reactants are [Br:1][C:2]1[CH:7]=[CH:6][C:5]([C:8]2[O:12][C:11]([CH3:13])=[N:10][CH:9]=2)=[C:4](F)[CH:3]=1.[CH3:15][O-:16].[Na+]. The catalyst is CN(C=O)C.O. The product is [Br:1][C:2]1[CH:7]=[CH:6][C:5]([C:8]2[O:12][C:11]([CH3:13])=[N:10][CH:9]=2)=[C:4]([O:16][CH3:15])[CH:3]=1. The yield is 0.880. (2) The reactants are S(O)(=O)(=[O:3])C.[N:6]1[CH:11]=[CH:10][CH:9]=[N:8][CH:7]=1.FC1C=CC([CH2:17][NH2:18])=CC=1. The catalyst is CCO. The product is [N:6]1[CH:11]=[CH:10][CH:9]=[N:8][C:7]=1[C:17]([NH2:18])=[O:3]. The yield is 0.860. (3) No catalyst specified. The reactants are [C:1]([OH:20])(=[O:19])[CH2:2][CH2:3][CH2:4][CH2:5][CH2:6][CH2:7][CH2:8]/[CH:9]=[CH:10]\[CH2:11][CH2:12][CH2:13][CH2:14][CH2:15][CH2:16][CH2:17][CH3:18].O[CH2:22][C:23]([CH2:28][OH:29])([CH2:26][OH:27])[CH2:24][OH:25].[C:30]([O-:35])(=O)[C:31]([O-])=O.[Sn+4].[C:37]([O-])(=O)[C:38]([O-])=O. The yield is 0.870. The product is [C:1]([O:20][CH2:22][C:23]([CH2:28][OH:29])([CH2:26][OH:27])[CH2:24][O:25][C:30](=[O:35])[CH2:31][CH2:1][CH2:2][CH2:3][CH2:4][CH2:5][CH2:6]/[CH:7]=[CH:8]\[CH2:9][CH2:10][CH2:11][CH2:12][CH2:13][CH2:14][CH2:37][CH3:38])(=[O:19])[CH2:2][CH2:3][CH2:4][CH2:5][CH2:6][CH2:7][CH2:8]/[CH:9]=[CH:10]\[CH2:11][CH2:12][CH2:13][CH2:14][CH2:15][CH2:16][CH2:17][CH3:18]. (4) The reactants are [F:1][C:2]1([F:33])[CH2:4][CH:3]1[C:5]1[O:6][C:7]2[CH:17]=[C:16]([N:18]([CH3:23])[S:19]([CH3:22])(=[O:21])=[O:20])[C:15](B3OC(C)(C)C(C)(C)O3)=[CH:14][C:8]=2[C:9]=1[C:10]([NH:12][CH3:13])=[O:11].Cl[C:35]1[CH:36]=[CH:37][C:38]2[O:51][CH2:50][N:41]3[C:42]4[CH:43]=[CH:44][CH:45]=[C:46]([F:49])[C:47]=4[CH:48]=[C:40]3[C:39]=2[N:52]=1.CC(C1C=C(C(C)C)C(C2C=CC=CC=2P(C2CCCCC2)C2CCCCC2)=C(C(C)C)C=1)C.[O-]P([O-])([O-])=O.[K+].[K+].[K+]. The catalyst is CN(C=O)C.C1C=CC(/C=C/C(/C=C/C2C=CC=CC=2)=O)=CC=1.C1C=CC(/C=C/C(/C=C/C2C=CC=CC=2)=O)=CC=1.C1C=CC(/C=C/C(/C=C/C2C=CC=CC=2)=O)=CC=1.[Pd].[Pd].O. The product is [F:33][C:2]1([F:1])[CH2:4][CH:3]1[C:5]1[O:6][C:7]2[CH:17]=[C:16]([N:18]([CH3:23])[S:19]([CH3:22])(=[O:20])=[O:21])[C:15]([C:35]3[CH:36]=[CH:37][C:38]4[O:51][CH2:50][N:41]5[C:42]6[CH:43]=[CH:44][CH:45]=[C:46]([F:49])[C:47]=6[CH:48]=[C:40]5[C:39]=4[N:52]=3)=[CH:14][C:8]=2[C:9]=1[C:10]([NH:12][CH3:13])=[O:11]. The yield is 0.0800. (5) The yield is 0.810. The reactants are O[CH2:2][C:3]1[C:4]2[CH2:5][C:6]3[C:15]4[C:10](=[CH:11][CH:12]=[CH:13][CH:14]=4)[C:9](=[O:16])[NH:8][C:7]=3[C:17]=2[CH:18]=[CH:19][CH:20]=1.P(Br)(Br)[Br:22]. The product is [Br:22][CH2:2][C:3]1[C:4]2[CH2:5][C:6]3[C:15]4[C:10](=[CH:11][CH:12]=[CH:13][CH:14]=4)[C:9](=[O:16])[NH:8][C:7]=3[C:17]=2[CH:18]=[CH:19][CH:20]=1. The catalyst is C1COCC1. (6) The reactants are Cl[CH2:2][C:3]1[O:4][C:5]([C:8]2[CH:13]=[CH:12][C:11]([CH3:14])=[CH:10][CH:9]=2)=[N:6][N:7]=1.[Cl:15][C:16]1[CH:21]=[CH:20][CH:19]=[CH:18][C:17]=1[N:22]1[C:26]([C:27]2[CH:32]=[CH:31][C:30]([F:33])=[CH:29][CH:28]=2)=[N:25][N:24]=[C:23]1[SH:34].C([O-])([O-])=O.[K+].[K+]. The catalyst is C(#N)C. The product is [C:11]1([CH3:14])[CH:12]=[CH:13][C:8]([C:5]2[O:4][C:3]([CH2:2][S:34][C:23]3[N:22]([C:17]4[CH:18]=[CH:19][CH:20]=[CH:21][C:16]=4[Cl:15])[C:26]([C:27]4[CH:32]=[CH:31][C:30]([F:33])=[CH:29][CH:28]=4)=[N:25][N:24]=3)=[N:7][N:6]=2)=[CH:9][CH:10]=1. The yield is 0.980. (7) The reactants are [Cl:1][C:2]1[C:6]([CH3:7])=[C:5]([C:8]2[CH:9]=[C:10]([C:13]([OH:15])=O)[S:11][CH:12]=2)[N:4]([CH3:16])[N:3]=1.[NH2:17][C@@H:18]([CH2:31][C:32]1[CH:37]=[CH:36][C:35]([F:38])=[CH:34][CH:33]=1)[CH2:19][N:20]1[C:28](=[O:29])[C:27]2[C:22](=[CH:23][CH:24]=[CH:25][CH:26]=2)[C:21]1=[O:30].CC(OC(N[C@H](C(O)=O)CC1C=CC=CC=1C(F)(F)F)=O)(C)C.C1CN([P+](Br)(N2CCCC2)N2CCCC2)CC1.F[P-](F)(F)(F)(F)F.CCN(C(C)C)C(C)C. The catalyst is C(Cl)(Cl)Cl. The product is [Cl:1][C:2]1[C:6]([CH3:7])=[C:5]([C:8]2[CH:9]=[C:10]([C:13]([NH:17][C@@H:18]([CH2:31][C:32]3[CH:33]=[CH:34][C:35]([F:38])=[CH:36][CH:37]=3)[CH2:19][N:20]3[C:28](=[O:29])[C:27]4[C:22](=[CH:23][CH:24]=[CH:25][CH:26]=4)[C:21]3=[O:30])=[O:15])[S:11][CH:12]=2)[N:4]([CH3:16])[N:3]=1. The yield is 0.810.